This data is from Full USPTO retrosynthesis dataset with 1.9M reactions from patents (1976-2016). The task is: Predict the reactants needed to synthesize the given product. (1) Given the product [CH3:1][O:2][C:3](=[O:14])[C:4]1[CH:9]=[C:8]([CH2:10][Br:15])[CH:7]=[CH:6][C:5]=1[N+:11]([O-:13])=[O:12], predict the reactants needed to synthesize it. The reactants are: [CH3:1][O:2][C:3](=[O:14])[C:4]1[CH:9]=[C:8]([CH3:10])[CH:7]=[CH:6][C:5]=1[N+:11]([O-:13])=[O:12].[Br:15]N1C(C)(C)C(=O)N(Br)C1=O.N(C(C)(C)C#N)=NC(C)(C)C#N.CCCCCCC. (2) Given the product [C:3]([O:5][C:6]1[CH:19]=[C:18]([C:20](=[O:21])[N:26]([CH3:27])[CH3:25])[C:9]2[C:10]([CH2:13][C:14]([O:16][CH3:17])=[O:15])=[CH:11][S:12][C:8]=2[CH:7]=1)(=[O:4])[C:2]([CH3:24])([CH3:23])[CH3:1], predict the reactants needed to synthesize it. The reactants are: [CH3:1][C:2]([CH3:24])([CH3:23])[C:3]([O:5][C:6]1[CH:7]=[C:8]2[S:12][CH:11]=[C:10]([CH2:13][C:14]([O:16][CH3:17])=[O:15])[C:9]2=[C:18]([C:20](O)=[O:21])[CH:19]=1)=[O:4].[CH3:25][N:26](C=O)[CH3:27].Cl.CNC.CN(C(ON1N=NC2C=CC=NC1=2)=[N+](C)C)C.F[P-](F)(F)(F)(F)F. (3) Given the product [Cl:1][C:2]1[C:27]([O:28][CH3:29])=[CH:26][C:25]([O:30][CH3:31])=[C:24]([F:32])[C:3]=1[NH:4][CH2:5][C:6]1[CH:11]=[N:10][C:9]2[N:12]([CH2:15][O:16][CH2:17][CH2:18][Si:19]([CH3:22])([CH3:21])[CH3:20])[CH:13]=[CH:14][C:8]=2[C:7]=1[NH:37][CH:33]1[CH2:36][CH2:35][CH2:34]1, predict the reactants needed to synthesize it. The reactants are: [Cl:1][C:2]1[C:27]([O:28][CH3:29])=[CH:26][C:25]([O:30][CH3:31])=[C:24]([F:32])[C:3]=1[NH:4][CH2:5][C:6]1[C:7](Cl)=[C:8]2[CH:14]=[CH:13][N:12]([CH2:15][O:16][CH2:17][CH2:18][Si:19]([CH3:22])([CH3:21])[CH3:20])[C:9]2=[N:10][CH:11]=1.[CH:33]1([NH2:37])[CH2:36][CH2:35][CH2:34]1.CC1(C)C2C=CC=C(P(C3C=CC=CC=3)C3C=CC=CC=3)C=2OC2C1=CC=CC=2P(C1C=CC=CC=1)C1C=CC=CC=1.C(=O)([O-])[O-].[Cs+].[Cs+].O1CCOCC1. (4) Given the product [Cl:12][C:4]1[N:3]=[C:2]([NH:1][C:26]2[CH:25]=[C:22]([CH:21]=[CH:20][C:27]=2[N+:28]([O-:30])=[O:29])[C:23]#[N:24])[N:10]=[C:9]2[C:5]=1[NH:6][C:7](=[O:11])[NH:8]2, predict the reactants needed to synthesize it. The reactants are: [NH2:1][C:2]1[N:10]=[C:9]2[C:5]([NH:6][C:7](=[O:11])[NH:8]2)=[C:4]([Cl:12])[N:3]=1.C([O-])([O-])=O.[Cs+].[Cs+].Br[C:20]1[CH:21]=[C:22]([CH:25]=[CH:26][C:27]=1[N+:28]([O-:30])=[O:29])[C:23]#[N:24].CC1(C)C2C(=C(P(C3C=CC=CC=3)C3C=CC=CC=3)C=CC=2)OC2C(P(C3C=CC=CC=3)C3C=CC=CC=3)=CC=CC1=2. (5) Given the product [C:1]([C:5]1[CH:9]=[C:8]([NH:10][C:11]([NH:13][CH2:14][C:15]2[CH:20]=[C:19]([F:21])[CH:18]=[CH:17][C:16]=2[O:22][C:23]2[CH:24]=[C:25]3[C:29](=[CH:30][CH:31]=2)[N:28]([CH2:32][CH2:33][OH:34])[N:27]=[CH:26]3)=[O:12])[N:7]([C:35]2[CH:40]=[CH:39][C:38]([CH3:41])=[CH:37][CH:36]=2)[N:6]=1)([CH3:4])([CH3:3])[CH3:2], predict the reactants needed to synthesize it. The reactants are: [C:1]([C:5]1[CH:9]=[C:8]([NH:10][C:11]([NH:13][CH2:14][C:15]2[CH:20]=[C:19]([F:21])[CH:18]=[CH:17][C:16]=2[O:22][C:23]2[CH:24]=[C:25]3[C:29](=[CH:30][CH:31]=2)[N:28]([CH2:32][CH:33]=[O:34])[N:27]=[CH:26]3)=[O:12])[N:7]([C:35]2[CH:40]=[CH:39][C:38]([CH3:41])=[CH:37][CH:36]=2)[N:6]=1)([CH3:4])([CH3:3])[CH3:2].[BH4-].[Na+].